This data is from Full USPTO retrosynthesis dataset with 1.9M reactions from patents (1976-2016). The task is: Predict the reactants needed to synthesize the given product. (1) Given the product [C:15]([N:18]1[C:27]2[C:22](=[CH:23][C:24]([NH:1][CH:2]3[CH2:3][CH2:4][N:5]([C:8]([O:10][C:11]([CH3:14])([CH3:13])[CH3:12])=[O:9])[CH2:6][CH2:7]3)=[CH:25][CH:26]=2)[C@H:21]([NH:29][C:30]([O:31][CH2:32][C:33]2[CH:38]=[CH:37][CH:36]=[CH:35][CH:34]=2)=[O:39])[C@@H:20]([CH3:40])[C@@H:19]1[CH3:41])(=[O:17])[CH3:16], predict the reactants needed to synthesize it. The reactants are: [NH2:1][CH:2]1[CH2:7][CH2:6][N:5]([C:8]([O:10][C:11]([CH3:14])([CH3:13])[CH3:12])=[O:9])[CH2:4][CH2:3]1.[C:15]([N:18]1[C:27]2[C:22](=[CH:23][C:24](Br)=[CH:25][CH:26]=2)[C@H:21]([NH:29][C:30](=[O:39])[O:31][CH2:32][C:33]2[CH:38]=[CH:37][CH:36]=[CH:35][CH:34]=2)[C@@H:20]([CH3:40])[C@@H:19]1[CH3:41])(=[O:17])[CH3:16].CN(C1C(C2C(P(C3CCCCC3)C3CCCCC3)=CC=CC=2)=CC=CC=1)C.CC(C)([O-])C.[Na+]. (2) Given the product [O:13]1[CH2:14][CH2:15][N:10]([C:2]2[C:3](=[O:9])[NH:4][C:5](=[O:8])[NH:6][CH:7]=2)[CH2:11][CH2:12]1, predict the reactants needed to synthesize it. The reactants are: Br[C:2]1[C:3](=[O:9])[NH:4][C:5](=[O:8])[NH:6][CH:7]=1.[NH:10]1[CH2:15][CH2:14][O:13][CH2:12][CH2:11]1. (3) Given the product [C:9]([C:3]1[CH:4]=[C:5]([F:8])[CH:6]=[CH:7][C:2]=1[C:36]([O:35][CH3:34])=[O:37])(=[O:10])[C:11]1[CH:16]=[CH:15][CH:14]=[CH:13][CH:12]=1, predict the reactants needed to synthesize it. The reactants are: Br[C:2]1[CH:7]=[CH:6][C:5]([F:8])=[CH:4][C:3]=1[C:9]([C:11]1[CH:16]=[CH:15][CH:14]=[CH:13][CH:12]=1)=[O:10].C(Cl)(Cl)Cl.C(N(CC)CC)C.CN(C=O)C.C[CH2:34][O:35][C:36](C)=[O:37]. (4) Given the product [Si:1]([O:8][CH:9]([CH2:20][O:21][C:22]1[CH:27]=[C:26]([O:28][CH3:29])[CH:25]=[C:24]([C:30]2[N:31]=[C:32]3[N:33]([CH:34]([CH3:35])[CH3:61])[N:37]=[CH:38][C:39]3=[C:40]([C:41]3[CH:52]=[C:53]4[CH:59]=[CH:58][NH:57][C:54]4=[N:55][CH:56]=3)[CH:42]=2)[CH:23]=1)[CH2:10][N:11]([CH3:19])[C:12](=[O:18])[O:13][C:14]([CH3:17])([CH3:16])[CH3:15])([C:4]([CH3:7])([CH3:6])[CH3:5])([CH3:2])[CH3:3], predict the reactants needed to synthesize it. The reactants are: [Si:1]([O:8][CH:9]([CH2:20][O:21][C:22]1[CH:27]=[C:26]([O:28][CH3:29])[CH:25]=[C:24]([C:30]2[CH:35]=[C:34](Cl)[N:33]3[N:37]=[CH:38][C:39]([CH:40]([CH3:42])[CH3:41])=[C:32]3[N:31]=2)[CH:23]=1)[CH2:10][N:11]([CH3:19])[C:12](=[O:18])[O:13][C:14]([CH3:17])([CH3:16])[CH3:15])([C:4]([CH3:7])([CH3:6])[CH3:5])([CH3:3])[CH3:2].CC1(C)C(C)(C)OB(C2[CH:52]=[C:53]3[CH:59]=[CH:58][NH:57][C:54]3=[N:55][CH:56]=2)O1.[C:61]([O-])([O-])=O.[Na+].[Na+].O. (5) Given the product [CH3:19][C:13]1([CH3:20])[O:11][C:3]2[CH:4]=[CH:5][C:6]([N+:8]([O-:10])=[O:9])=[CH:7][C:2]=2[NH:1][C:14]1=[O:15], predict the reactants needed to synthesize it. The reactants are: [NH2:1][C:2]1[CH:7]=[C:6]([N+:8]([O-:10])=[O:9])[CH:5]=[CH:4][C:3]=1[OH:11].Br[C:13]([CH3:20])([CH3:19])[C:14](OCC)=[O:15].C([O-])([O-])=O.[K+].[K+]. (6) Given the product [Cl:8][C:5]1[CH:6]=[CH:7][C:2](/[CH:13]=[CH:12]/[C:11]([NH2:15])=[O:14])=[CH:3][C:4]=1[CH2:9][CH3:10], predict the reactants needed to synthesize it. The reactants are: Br[C:2]1[CH:7]=[CH:6][C:5]([Cl:8])=[C:4]([CH2:9][CH3:10])[CH:3]=1.[C:11]([NH2:15])(=[O:14])[CH:12]=[CH2:13].C(N(C(C)C)C(C)C)C. (7) Given the product [N:11]1[C:12]2[C:7](=[CH:6][C:5]([CH2:4][CH2:3][CH2:2][S:17][C:15](=[O:18])[CH3:16])=[CH:14][CH:13]=2)[CH:8]=[CH:9][CH:10]=1, predict the reactants needed to synthesize it. The reactants are: Cl[CH2:2][CH2:3][CH2:4][C:5]1[CH:6]=[C:7]2[C:12](=[CH:13][CH:14]=1)[N:11]=[CH:10][CH:9]=[CH:8]2.[C:15]([O-:18])(=[S:17])[CH3:16].[K+]. (8) Given the product [C:1]([O:5][C:6](=[O:7])[NH:8][C@H:9]([CH2:14][C:15]1[CH:20]=[C:19]([F:21])[C:18]([F:22])=[CH:17][C:16]=1[F:23])[CH2:10][CH2:11][OH:12])([CH3:4])([CH3:2])[CH3:3], predict the reactants needed to synthesize it. The reactants are: [C:1]([O:5][C:6]([NH:8][C@H:9]([CH2:14][C:15]1[CH:20]=[C:19]([F:21])[C:18]([F:22])=[CH:17][C:16]=1[F:23])[CH2:10][C:11](O)=[O:12])=[O:7])([CH3:4])([CH3:3])[CH3:2].ClC(OCC)=O.[B-].[Na+].Cl. (9) Given the product [CH3:1][N:2]([CH2:10][C:11]1[N:16]=[C:15]([C:17]([F:20])([F:18])[F:19])[N:14]=[C:13]([C:21]([OH:23])=[O:22])[CH:12]=1)[CH3:3], predict the reactants needed to synthesize it. The reactants are: [CH3:1][NH:2][CH3:3].C1COCC1.Br[CH2:10][C:11]1[N:16]=[C:15]([C:17]([F:20])([F:19])[F:18])[N:14]=[C:13]([C:21]([O:23]CC)=[O:22])[CH:12]=1.O.[OH-].[Li+].